From a dataset of Full USPTO retrosynthesis dataset with 1.9M reactions from patents (1976-2016). Predict the reactants needed to synthesize the given product. (1) Given the product [O:1]1[C:5]2[CH:6]=[CH:7][CH:8]=[C:9]([N:10]3[CH2:11][CH2:12][N:13]([CH2:16][CH2:17][C@H:18]4[CH2:23][CH2:22][C@H:21]([NH:24][C:25]([C:27]5([O:30][CH3:33])[CH2:29][CH2:28]5)=[O:26])[CH2:20][CH2:19]4)[CH2:14][CH2:15]3)[C:4]=2[O:3][CH2:2]1, predict the reactants needed to synthesize it. The reactants are: [O:1]1[C:5]2[CH:6]=[CH:7][CH:8]=[C:9]([N:10]3[CH2:15][CH2:14][N:13]([CH2:16][CH2:17][C@H:18]4[CH2:23][CH2:22][C@H:21]([NH:24][C:25]([C:27]5([OH:30])[CH2:29][CH2:28]5)=[O:26])[CH2:20][CH2:19]4)[CH2:12][CH2:11]3)[C:4]=2[O:3][CH2:2]1.[H-].[Na+].[CH3:33]I. (2) Given the product [CH3:29][C@@H:30]1[CH2:34][CH2:33][CH2:32][N:31]1[CH:21]1[CH2:20][CH2:19][CH:18]([C:15]2[CH:14]=[CH:13][C:12]([N:3]3[CH2:4][CH2:5][C:6]4([CH2:7][CH2:8][O:9][CH2:10][CH2:11]4)[C:2]3=[O:1])=[CH:17][CH:16]=2)[CH2:23][CH2:22]1, predict the reactants needed to synthesize it. The reactants are: [O:1]=[C:2]1[C:6]2([CH2:11][CH2:10][O:9][CH2:8][CH2:7]2)[CH2:5][CH2:4][N:3]1[C:12]1[CH:17]=[CH:16][C:15]([C@@H:18]2[CH2:23][CH2:22][C@H:21](OS(C)(=O)=O)[CH2:20][CH2:19]2)=[CH:14][CH:13]=1.[CH3:29][C@@H:30]1[CH2:34][CH2:33][CH2:32][NH:31]1.